Dataset: Catalyst prediction with 721,799 reactions and 888 catalyst types from USPTO. Task: Predict which catalyst facilitates the given reaction. (1) Reactant: C(O)(C(F)(F)F)=O.[NH2:8][C:9](=[O:45])[CH2:10][C:11]1[CH:44]=[CH:43][CH:42]=[CH:41][C:12]=1[CH2:13][CH2:14][C:15]1[C:20]([C:21]([F:24])([F:23])[F:22])=[CH:19][N:18]=[C:17]([NH:25][C:26]2[CH:40]=[CH:39][C:29]([CH2:30][NH:31]C(=O)OC(C)(C)C)=[CH:28][CH:27]=2)[N:16]=1. Product: [NH2:31][CH2:30][C:29]1[CH:28]=[CH:27][C:26]([NH:25][C:17]2[N:16]=[C:15]([CH2:14][CH2:13][C:12]3[CH:41]=[CH:42][CH:43]=[CH:44][C:11]=3[CH2:10][C:9]([NH2:8])=[O:45])[C:20]([C:21]([F:23])([F:24])[F:22])=[CH:19][N:18]=2)=[CH:40][CH:39]=1. The catalyst class is: 2. (2) Reactant: Cl.[O:2]=[C:3]1[NH:12][C:11]2[N:10]=[CH:9][C:8](/[CH:13]=[CH:14]/[C:15]([OH:17])=O)=[CH:7][C:6]=2[CH2:5][CH2:4]1.Cl.[O:19]([CH:26]1[CH2:29][NH:28][CH2:27]1)[C:20]1[CH:25]=[CH:24][CH:23]=[CH:22][CH:21]=1.CCN(C(C)C)C(C)C.CCN=C=NCCCN(C)C. Product: [O:17]=[C:15]([N:28]1[CH2:27][CH:26]([O:19][C:20]2[CH:25]=[CH:24][CH:23]=[CH:22][CH:21]=2)[CH2:29]1)/[CH:14]=[CH:13]/[C:8]1[CH:7]=[C:6]2[C:11](=[N:10][CH:9]=1)[NH:12][C:3](=[O:2])[CH2:4][CH2:5]2. The catalyst class is: 3. (3) Reactant: [Cl:1][C:2]1[C:3]([O:12][C:13]2[CH:18]=[C:17]([O:19][CH2:20][CH2:21][O:22][CH3:23])[CH:16]=[CH:15][C:14]=2/[CH:24]=[CH:25]/[C:26](O)=[O:27])=[N:4][CH:5]=[C:6]([C:8]([F:11])([F:10])[F:9])[CH:7]=1.Cl.C(N=C=NCCCN(C)C)C.[F:41][C:42]([F:48])([F:47])[S:43]([NH2:46])(=[O:45])=[O:44].Cl. Product: [Cl:1][C:2]1[C:3]([O:12][C:13]2[CH:18]=[C:17]([O:19][CH2:20][CH2:21][O:22][CH3:23])[CH:16]=[CH:15][C:14]=2/[CH:24]=[CH:25]/[C:26]([NH:46][S:43]([C:42]([F:48])([F:47])[F:41])(=[O:45])=[O:44])=[O:27])=[N:4][CH:5]=[C:6]([C:8]([F:10])([F:9])[F:11])[CH:7]=1. The catalyst class is: 766. (4) Reactant: [H-].[Na+].Cl[CH2:4][CH2:5][CH2:6][CH2:7][C:8]([NH:10][C@H:11]([C:13]1[CH:18]=[CH:17][CH:16]=[CH:15][CH:14]=1)[CH3:12])=[O:9]. Product: [C:13]1([C@@H:11]([N:10]2[CH2:4][CH2:5][CH2:6][CH2:7][C:8]2=[O:9])[CH3:12])[CH:18]=[CH:17][CH:16]=[CH:15][CH:14]=1. The catalyst class is: 1. (5) Reactant: Cl[C:2](Cl)(Cl)[C:3]1[NH:7][C:6]2[CH:8]=[CH:9][CH:10]=[CH:11][C:5]=2[N:4]=1.[CH3:14][CH:15]([CH3:39])[CH2:16][NH:17][C@H:18]1[CH2:23][C@@H:22]([C:24]([N:26]2[CH2:31][CH2:30][O:29][CH2:28][CH2:27]2)=[O:25])[CH2:21][N:20]([C:32]([O:34][C:35]([CH3:38])([CH3:37])[CH3:36])=[O:33])[CH2:19]1.C(=O)([O-])[OH:41].[Na+]. Product: [NH:4]1[C:5]2[CH:11]=[CH:10][CH:9]=[CH:8][C:6]=2[N:7]=[C:3]1[C:2]([N:17]([CH2:16][CH:15]([CH3:39])[CH3:14])[C@H:18]1[CH2:23][C@@H:22]([C:24]([N:26]2[CH2:31][CH2:30][O:29][CH2:28][CH2:27]2)=[O:25])[CH2:21][N:20]([C:32]([O:34][C:35]([CH3:37])([CH3:36])[CH3:38])=[O:33])[CH2:19]1)=[O:41]. The catalyst class is: 30. (6) Reactant: [F:1][C:2]([F:15])([F:14])[C:3]1[NH:4][C:5]2[C:10]([CH:11]=1)=[CH:9][C:8]([C:12]#[N:13])=[CH:7][CH:6]=2. Product: [F:15][C:2]([F:1])([F:14])[C:3]1[NH:4][C:5]2[C:10]([CH:11]=1)=[CH:9][C:8]([CH2:12][NH2:13])=[CH:7][CH:6]=2. The catalyst class is: 7. (7) Reactant: [C:1]1([C:7]2[C:15]3[C:10](=[CH:11][CH:12]=[CH:13][CH:14]=3)[N:9]([S:16]([C:19]3[CH:37]=[CH:36][C:22]([C:23]([NH:25][CH2:26][C:27]4[CH:35]=[CH:34][C:30]([C:31]([OH:33])=O)=[CH:29][CH:28]=4)=[O:24])=[CH:21][CH:20]=3)(=[O:18])=[O:17])[CH:8]=2)[CH:6]=[CH:5][CH:4]=[CH:3][CH:2]=1.[CH3:38][NH:39][CH3:40].C(Cl)CCl. Product: [C:1]1([C:7]2[C:15]3[C:10](=[CH:11][CH:12]=[CH:13][CH:14]=3)[N:9]([S:16]([C:19]3[CH:20]=[CH:21][C:22]([C:23]([NH:25][CH2:26][C:27]4[CH:35]=[CH:34][C:30]([C:31]([N:39]([CH3:40])[CH3:38])=[O:33])=[CH:29][CH:28]=4)=[O:24])=[CH:36][CH:37]=3)(=[O:17])=[O:18])[CH:8]=2)[CH:6]=[CH:5][CH:4]=[CH:3][CH:2]=1. The catalyst class is: 4. (8) Reactant: [Cl:1][C:2]1[N:3]=[C:4]2[CH:9]=[CH:8][C:7]([C:10]#[CH:11])=[N:6][N:5]2[C:12]=1[S:13]([N:16]=CN(CC(C)C)CC(C)C)(=[O:15])=[O:14].O.N. Product: [Cl:1][C:2]1[N:3]=[C:4]2[CH:9]=[CH:8][C:7]([C:10]#[CH:11])=[N:6][N:5]2[C:12]=1[S:13]([NH2:16])(=[O:14])=[O:15]. The catalyst class is: 12. (9) Reactant: [NH2:1][C:2]1[CH:7]=[CH:6][C:5]([N:8]2[C:14](=[O:15])[CH2:13][C:12](=[O:16])[NH:11][C:10]3[C:17]4[C:22]([CH:23]=[CH:24][C:9]2=3)=[CH:21][CH:20]=[CH:19][CH:18]=4)=[CH:4][CH:3]=1.[CH:25]1[C:34]2[C:29](=[CH:30][CH:31]=[CH:32][CH:33]=2)[CH:28]=[CH:27][C:26]=1[S:35](Cl)(=[O:37])=[O:36]. Product: [O:16]=[C:12]1[NH:11][C:10]2[C:17]3[C:22]([CH:23]=[CH:24][C:9]=2[N:8]([C:5]2[CH:6]=[CH:7][C:2]([NH:1][S:35]([C:26]4[CH:27]=[CH:28][C:29]5[C:34](=[CH:33][CH:32]=[CH:31][CH:30]=5)[CH:25]=4)(=[O:37])=[O:36])=[CH:3][CH:4]=2)[C:14](=[O:15])[CH2:13]1)=[CH:21][CH:20]=[CH:19][CH:18]=3. The catalyst class is: 17. (10) Reactant: [C:1]([C:3]1[CH:4]=[C:5]([C:9]2[CH:10]=[C:11]([CH:16]=[C:17]([CH2:19]Br)[CH:18]=2)[C:12]([O:14][CH3:15])=[O:13])[CH:6]=[CH:7][CH:8]=1)#[N:2].[N-:21]=[N+:22]=[N-:23].[Na+].O.C(OCC)(=O)C. Product: [C:1]([C:3]1[CH:4]=[C:5]([C:9]2[CH:10]=[C:11]([CH:16]=[C:17]([CH2:19][N:21]=[N+:22]=[N-:23])[CH:18]=2)[C:12]([O:14][CH3:15])=[O:13])[CH:6]=[CH:7][CH:8]=1)#[N:2]. The catalyst class is: 9.